Predict the reactants needed to synthesize the given product. From a dataset of Full USPTO retrosynthesis dataset with 1.9M reactions from patents (1976-2016). Given the product [Cl:1][C:2]1[CH:7]=[CH:6][C:5]([CH2:8][C:9](=[O:11])[CH3:10])=[CH:4][C:3]=1[S:12]([N:26]1[CH2:27][CH2:28][N:23]([CH3:22])[CH2:24][CH2:25]1)(=[O:14])=[O:13], predict the reactants needed to synthesize it. The reactants are: [Cl:1][C:2]1[CH:7]=[CH:6][C:5]([CH2:8][C:9](=[O:11])[CH3:10])=[CH:4][C:3]=1[S:12](Cl)(=[O:14])=[O:13].C(=O)([O-])[O-].[Na+].[Na+].[CH3:22][N:23]1[CH2:28][CH2:27][NH:26][CH2:25][CH2:24]1.